This data is from Full USPTO retrosynthesis dataset with 1.9M reactions from patents (1976-2016). The task is: Predict the reactants needed to synthesize the given product. (1) The reactants are: [Cl:1][C:2]1[CH:3]=[C:4]([CH:34]=[C:35]([Cl:37])[CH:36]=1)[CH2:5][N:6]([CH2:26][C:27]1[CH:32]=[CH:31][C:30]([F:33])=[CH:29][CH:28]=1)[S:7]([C:10]1[CH:15]=[CH:14][CH:13]=[C:12]([CH2:16][NH:17][CH2:18][C:19]2[CH:24]=[CH:23][C:22]([F:25])=[CH:21][CH:20]=2)[CH:11]=1)(=[O:9])=[O:8].[Cl:38][C:39]1[C:40]([OH:50])=[C:41]([S:46](Cl)(=[O:48])=[O:47])[CH:42]=[C:43]([Cl:45])[CH:44]=1.CCN(CC)CC.S(Cl)(Cl)(=O)=O. Given the product [Cl:38][C:39]1[C:40]([OH:50])=[C:41]([S:46]([N:17]([CH2:16][C:12]2[CH:13]=[CH:14][CH:15]=[C:10]([S:7](=[O:8])(=[O:9])[N:6]([CH2:5][C:4]3[CH:3]=[C:2]([Cl:1])[CH:36]=[C:35]([Cl:37])[CH:34]=3)[CH2:26][C:27]3[CH:32]=[CH:31][C:30]([F:33])=[CH:29][CH:28]=3)[CH:11]=2)[CH2:18][C:19]2[CH:20]=[CH:21][C:22]([F:25])=[CH:23][CH:24]=2)(=[O:48])=[O:47])[CH:42]=[C:43]([Cl:45])[CH:44]=1, predict the reactants needed to synthesize it. (2) Given the product [NH2:19][C:10]1[S:11][C:7]([C:5]2[CH:4]=[CH:3][N:38]=[C:36]([NH:35][C:32]3[CH:31]=[CH:30][C:29]([N:23]4[CH2:28][CH2:27][O:26][CH2:25][CH2:24]4)=[CH:34][CH:33]=3)[N:37]=2)=[C:8]([CH3:17])[N:9]=1, predict the reactants needed to synthesize it. The reactants are: CN(C)[CH:3]=[CH:4][C:5]([C:7]1[S:11][C:10](C(N(C)C)=N)=[N:9][C:8]=1[CH3:17])=O.[N+:19]([O-])(O)=O.[N:23]1([C:29]2[CH:34]=[CH:33][C:32]([NH:35][C:36]([NH2:38])=[NH:37])=[CH:31][CH:30]=2)[CH2:28][CH2:27][O:26][CH2:25][CH2:24]1. (3) Given the product [NH2:6][C:4](=[O:5])[CH2:3][NH:2][C:21]([C:20]1[CH:19]=[N:18][N:16]2[CH:17]=[C:12]([CH2:11][C:10]3[CH:24]=[CH:25][C:26]([Cl:27])=[C:8]([Cl:7])[CH:9]=3)[CH:13]=[N:14][C:15]=12)=[O:22], predict the reactants needed to synthesize it. The reactants are: Cl.[NH2:2][CH2:3][C:4]([NH2:6])=[O:5].[Cl:7][C:8]1[CH:9]=[C:10]([CH:24]=[CH:25][C:26]=1[Cl:27])[CH2:11][C:12]1[CH:13]=[N:14][C:15]2[N:16]([N:18]=[CH:19][C:20]=2[C:21](O)=[O:22])[CH:17]=1.C(N(CC)CC)C.CN(C(ON1N=NC2C=CC=CC1=2)=[N+](C)C)C.[B-](F)(F)(F)F. (4) Given the product [C:1]([O:5][C:6]([N:8]1[C:13]2[CH:14]=[C:15]([Cl:26])[C:16]([OH:18])=[CH:17][C:12]=2[O:11][CH:10]([C:27]([N:29]2[CH2:34][CH2:33][C:32]([C:43]#[N:44])([CH2:35][C:36]3[CH:37]=[CH:38][C:39]([F:42])=[CH:40][CH:41]=3)[CH2:31][CH2:30]2)=[O:28])[CH2:9]1)=[O:7])([CH3:4])([CH3:2])[CH3:3], predict the reactants needed to synthesize it. The reactants are: [C:1]([O:5][C:6]([N:8]1[C:13]2[CH:14]=[C:15]([Cl:26])[C:16]([O:18]CC3C=CC=CC=3)=[CH:17][C:12]=2[O:11][CH:10]([C:27]([N:29]2[CH2:34][CH2:33][C:32]([C:43]#[N:44])([CH2:35][C:36]3[CH:41]=[CH:40][C:39]([F:42])=[CH:38][CH:37]=3)[CH2:31][CH2:30]2)=[O:28])[CH2:9]1)=[O:7])([CH3:4])([CH3:3])[CH3:2]. (5) Given the product [CH3:26][O:27][C:28](=[O:76])[NH:29][CH:30]([C:34]([N:36]1[CH:42]([C:43]2[NH:44][C:45]([C:48]3[CH:49]=[CH:50][C:51]([C:54]4[CH:63]=[CH:62][C:61]5[C:56](=[CH:57][CH:58]=[C:59]([C:64]6[NH:65][C:66]([CH:69]7[CH2:73][CH:72]([C:74]#[N:75])[CH2:71][N:70]7[C:7](=[O:8])[CH:6]([NH:5][C:3]([O:2][CH3:1])=[O:4])[CH:10]([CH3:12])[CH3:11])=[N:67][CH:68]=6)[CH:60]=5)[CH:55]=4)=[CH:52][CH:53]=3)=[CH:46][N:47]=2)[CH2:41][C:38]2([CH2:39][CH2:40]2)[CH2:37]1)=[O:35])[CH:31]([CH3:33])[CH3:32], predict the reactants needed to synthesize it. The reactants are: [CH3:1][O:2][C:3]([NH:5][CH:6]([CH:10]([CH3:12])[CH3:11])[C:7](O)=[O:8])=[O:4].C1C=CC2N(O)N=NC=2C=1.Cl.Cl.Cl.[CH3:26][O:27][C:28](=[O:76])[NH:29][CH:30]([C:34]([N:36]1[CH:42]([C:43]2[NH:44][C:45]([C:48]3[CH:53]=[CH:52][C:51]([C:54]4[CH:63]=[CH:62][C:61]5[C:56](=[CH:57][CH:58]=[C:59]([C:64]6[NH:65][C:66]([CH:69]7[CH2:73][CH:72]([C:74]#[N:75])[CH2:71][NH:70]7)=[N:67][CH:68]=6)[CH:60]=5)[CH:55]=4)=[CH:50][CH:49]=3)=[CH:46][N:47]=2)[CH2:41][C:38]2([CH2:40][CH2:39]2)[CH2:37]1)=[O:35])[CH:31]([CH3:33])[CH3:32].CN1CCOCC1. (6) Given the product [Cl:1][C:2]1[CH:3]=[N:4][C:5]2[N:6]([N:8]=[C:9]([C:11]([N:20]3[CH2:19][CH2:18][N:17]4[C:21]([C:24]5[CH:28]=[CH:27][S:26][CH:25]=5)=[CH:22][CH:23]=[C:16]4[CH:15]3[CH3:14])=[O:13])[CH:10]=2)[CH:7]=1, predict the reactants needed to synthesize it. The reactants are: [Cl:1][C:2]1[CH:3]=[N:4][C:5]2[N:6]([N:8]=[C:9]([C:11]([OH:13])=O)[CH:10]=2)[CH:7]=1.[CH3:14][CH:15]1[NH:20][CH2:19][CH2:18][N:17]2[C:21]([C:24]3[CH:28]=[CH:27][S:26][CH:25]=3)=[CH:22][CH:23]=[C:16]12. (7) Given the product [F:1][C:2]1[CH:7]=[CH:6][CH:5]=[CH:4][C:3]=1[S:8][C:10]1[C:19]2[C:14](=[CH:15][C:16]([O:20][CH3:21])=[CH:17][CH:18]=2)[CH:13]=[C:12]([NH:22][C:23]2[CH:27]=[C:26]([CH3:28])[NH:25][N:24]=2)[N:11]=1, predict the reactants needed to synthesize it. The reactants are: [F:1][C:2]1[CH:7]=[CH:6][CH:5]=[CH:4][C:3]=1[SH:8].Cl[C:10]1[C:19]2[C:14](=[CH:15][C:16]([O:20][CH3:21])=[CH:17][CH:18]=2)[CH:13]=[C:12]([NH:22][C:23]2[CH:27]=[C:26]([CH3:28])[NH:25][N:24]=2)[N:11]=1. (8) Given the product [Cl:1][C:2]1[CH:3]=[C:4]([C:12]2([C:29]([F:31])([F:30])[F:32])[O:16][N:15]=[C:14]([C:17]3[CH:27]=[CH:26][C:20]([C:21]([OH:23])=[O:22])=[C:19]([CH3:28])[CH:18]=3)[CH2:13]2)[CH:5]=[C:6]([C:8]([F:9])([F:10])[F:11])[CH:7]=1, predict the reactants needed to synthesize it. The reactants are: [Cl:1][C:2]1[CH:3]=[C:4]([C:12]2([C:29]([F:32])([F:31])[F:30])[O:16][N:15]=[C:14]([C:17]3[CH:27]=[CH:26][C:20]([C:21]([O:23]CC)=[O:22])=[C:19]([CH3:28])[CH:18]=3)[CH2:13]2)[CH:5]=[C:6]([C:8]([F:11])([F:10])[F:9])[CH:7]=1.CO.[OH-].[Na+]. (9) Given the product [NH2:1][C:2]1[N:7]=[CH:6][C:5]([C:8]2[N:13]=[C:12]([C:14]([NH:56][CH2:57][C:58]3[C:59](=[O:66])[NH:60][C:61]([CH3:65])=[CH:62][C:63]=3[CH3:64])=[O:16])[C:11]([CH3:17])=[C:10]([C:18]3[N:22]([CH3:23])[N:21]=[CH:20][CH:19]=3)[N:9]=2)=[CH:4][CH:3]=1, predict the reactants needed to synthesize it. The reactants are: [NH2:1][C:2]1[N:7]=[CH:6][C:5]([C:8]2[N:13]=[C:12]([C:14]([OH:16])=O)[C:11]([CH3:17])=[C:10]([C:18]3[N:22]([CH3:23])[N:21]=[CH:20][CH:19]=3)[N:9]=2)=[CH:4][CH:3]=1.F[P-](F)(F)(F)(F)F.N1(OC(N(C)C)=[N+](C)C)C2N=CC=CC=2N=N1.CN1CCOCC1.Cl.[NH2:56][CH2:57][C:58]1[C:59](=[O:66])[NH:60][C:61]([CH3:65])=[CH:62][C:63]=1[CH3:64].